From a dataset of Forward reaction prediction with 1.9M reactions from USPTO patents (1976-2016). Predict the product of the given reaction. (1) The product is: [Cl:1][C:2]1[N:3]=[N:4][C:5]([C:26]2[CH:27]=[CH:28][C:29]([CH3:31])=[CH:30][C:25]=2[F:24])=[CH:6][CH:7]=1. Given the reactants [Cl:1][C:2]1[N:3]=[N:4][C:5](Cl)=[CH:6][CH:7]=1.P(C(C)(C)C)(C(C)(C)C)C(C)(C)C.[F-].[K+].[F:24][C:25]1[CH:30]=[C:29]([CH3:31])[CH:28]=[CH:27][C:26]=1B(O)O, predict the reaction product. (2) Given the reactants [CH3:1][C:2]1[CH:7]=[CH:6][CH:5]=[CH:4][C:3]=1[C:8]1[CH:9]=[C:10]2[C:15](=[CH:16][CH:17]=1)[C:14]([CH3:19])([CH3:18])[C:13](=[O:20])[C:12]([C:21]([NH:23][CH2:24][C:25]([O:27]C(C)(C)C)=[O:26])=[O:22])=[C:11]2[OH:32], predict the reaction product. The product is: [CH3:1][C:2]1[CH:7]=[CH:6][CH:5]=[CH:4][C:3]=1[C:8]1[CH:9]=[C:10]2[C:15](=[CH:16][CH:17]=1)[C:14]([CH3:19])([CH3:18])[C:13](=[O:20])[C:12]([C:21]([NH:23][CH2:24][C:25]([OH:27])=[O:26])=[O:22])=[C:11]2[OH:32]. (3) Given the reactants [Cl:1][C:2]1[CH:23]=[CH:22][C:5]([C:6]([N:8]([CH3:21])[C:9]2[CH:20]=[CH:19][CH:18]=[CH:17][C:10]=2[O:11][CH2:12][CH2:13][C:14]([OH:16])=[O:15])=[O:7])=[CH:4][C:3]=1[C:24]1[CH:25]=[N:26][C:27]([C:32]([F:35])([F:34])[F:33])=[CH:28][C:29]=1[C:30]#[N:31].[CH:36]1([O:42][C:43](=[O:48])[O:44][CH:45](Cl)[CH3:46])[CH2:41][CH2:40][CH2:39][CH2:38][CH2:37]1.C(N(CC)CC)C.[Na+].[I-], predict the reaction product. The product is: [CH:36]1([O:42][C:43]([O:44][CH:45]([O:15][C:14](=[O:16])[CH2:13][CH2:12][O:11][C:10]2[CH:17]=[CH:18][CH:19]=[CH:20][C:9]=2[N:8]([C:6](=[O:7])[C:5]2[CH:22]=[CH:23][C:2]([Cl:1])=[C:3]([C:24]3[CH:25]=[N:26][C:27]([C:32]([F:35])([F:33])[F:34])=[CH:28][C:29]=3[C:30]#[N:31])[CH:4]=2)[CH3:21])[CH3:46])=[O:48])[CH2:41][CH2:40][CH2:39][CH2:38][CH2:37]1. (4) Given the reactants [N:1]1[CH:6]=[CH:5][CH:4]=[CH:3][C:2]=1[CH2:7][NH:8][C:9]1[CH:14]=[C:13]([C:15]([F:18])([F:17])[F:16])[C:12]([Cl:19])=[C:11]([Cl:20])[N:10]=1.[H-].[Na+].[CH2:23](Br)[CH:24]=[CH2:25].O, predict the reaction product. The product is: [CH2:25]([N:8]([C:9]1[CH:14]=[C:13]([C:15]([F:18])([F:16])[F:17])[C:12]([Cl:19])=[C:11]([Cl:20])[N:10]=1)[CH2:7][C:2]1[CH:3]=[CH:4][CH:5]=[CH:6][N:1]=1)[CH:24]=[CH2:23]. (5) Given the reactants [CH2:1]([O:3][C:4]([N:6]1[CH2:12][CH:11]([NH2:13])[C:10]2=[N:14][C:15]([C:19]3[CH:24]=[CH:23][N:22]=[CH:21][N:20]=3)=[CH:16][C:17](=[O:18])[N:9]2[CH2:8][CH2:7]1)=[O:5])[CH3:2].[N:25]1[CH:30]=[CH:29][CH:28]=[CH:27][C:26]=1[C:31](O)=[O:32].C(P(=O)(OCC)OCC)#N.C(N(CC)CC)C, predict the reaction product. The product is: [CH2:1]([O:3][C:4]([N:6]1[CH2:12][CH:11]([NH:13][C:31]([C:26]2[CH:27]=[CH:28][CH:29]=[CH:30][N:25]=2)=[O:32])[C:10]2=[N:14][C:15]([C:19]3[CH:24]=[CH:23][N:22]=[CH:21][N:20]=3)=[CH:16][C:17](=[O:18])[N:9]2[CH2:8][CH2:7]1)=[O:5])[CH3:2]. (6) Given the reactants [F:1][C:2]1[CH:12]=[CH:11][C:5]2[S:6][C:7]([CH:9]=O)=[CH:8][C:4]=2[CH:3]=1.[N+:13]([CH3:16])([O-:15])=[O:14].[OH-].[Na+], predict the reaction product. The product is: [F:1][C:2]1[CH:12]=[CH:11][C:5]2[S:6][C:7](/[CH:9]=[CH:16]/[N+:13]([O-:15])=[O:14])=[CH:8][C:4]=2[CH:3]=1. (7) Given the reactants [CH3:1][NH2:2].[CH:3]1([CH2:6][N:7]2[C:12](=[O:13])[C:11]3[C:14]([C:35]4[CH:40]=[CH:39][CH:38]=[CH:37][CH:36]=4)=[C:15]([C:17]4[CH:22]=[CH:21][C:20]([C:23]5([NH:27][C:28](=[O:34])[O:29][C:30]([CH3:33])([CH3:32])[CH3:31])[CH2:26][CH2:25][CH2:24]5)=[CH:19][CH:18]=4)[O:16][C:10]=3[N:9]=[C:8]2S(C)(=O)=O)[CH2:5][CH2:4]1, predict the reaction product. The product is: [CH:3]1([CH2:6][N:7]2[C:12](=[O:13])[C:11]3[C:14]([C:35]4[CH:40]=[CH:39][CH:38]=[CH:37][CH:36]=4)=[C:15]([C:17]4[CH:22]=[CH:21][C:20]([C:23]5([NH:27][C:28](=[O:34])[O:29][C:30]([CH3:33])([CH3:32])[CH3:31])[CH2:26][CH2:25][CH2:24]5)=[CH:19][CH:18]=4)[O:16][C:10]=3[N:9]=[C:8]2[NH:2][CH3:1])[CH2:5][CH2:4]1. (8) Given the reactants Br[C:2]1[CH:3]=[CH:4][C:5]([N+:8]([O-:10])=[O:9])=[N:6][CH:7]=1.[CH2:11]([N:13]1[CH2:18][CH2:17][NH:16][CH2:15][CH2:14]1)[CH3:12].C([O-])([O-])=O.[K+].[K+].CS(C)=O, predict the reaction product. The product is: [CH2:11]([N:13]1[CH2:18][CH2:17][N:16]([C:2]2[CH:7]=[N:6][C:5]([N+:8]([O-:10])=[O:9])=[CH:4][CH:3]=2)[CH2:15][CH2:14]1)[CH3:12]. (9) Given the reactants Br[C:2]1[N:3]=[C:4]([O:7][CH:8]2[CH2:13][CH2:12][N:11]([C:14]3[CH:19]=[N:18][C:17]([CH2:20][CH3:21])=[CH:16][N:15]=3)[CH2:10][CH2:9]2)[S:5][CH:6]=1.C(OC(=O)[NH:28][C:29]1[CH:30]=[C:31]2[C:35](=[CH:36][CH:37]=1)[NH:34][CH:33]=[CH:32]2)(C)(C)C, predict the reaction product. The product is: [CH2:20]([C:17]1[N:18]=[CH:19][C:14]([N:11]2[CH2:12][CH2:13][CH:8]([O:7][C:4]3[S:5][CH:6]=[C:2]([N:34]4[C:35]5[C:31](=[CH:30][C:29]([NH2:28])=[CH:37][CH:36]=5)[CH:32]=[CH:33]4)[N:3]=3)[CH2:9][CH2:10]2)=[N:15][CH:16]=1)[CH3:21].